From a dataset of Full USPTO retrosynthesis dataset with 1.9M reactions from patents (1976-2016). Predict the reactants needed to synthesize the given product. (1) Given the product [CH2:26]([O:16][C:13]1[CH:14]=[C:15]2[C:7]([C:5]3[CH:4]=[N:3][N:2]([CH3:1])[CH:6]=3)=[CH:8][N:9]([CH2:17][O:18][CH2:19][CH2:20][Si:21]([CH3:24])([CH3:23])[CH3:22])[C:10]2=[N:11][CH:12]=1)[CH2:27][CH2:28][CH2:29][CH2:30][CH3:31], predict the reactants needed to synthesize it. The reactants are: [CH3:1][N:2]1[CH:6]=[C:5]([C:7]2[C:15]3[C:10](=[N:11][CH:12]=[C:13]([OH:16])[CH:14]=3)[N:9]([CH2:17][O:18][CH2:19][CH2:20][Si:21]([CH3:24])([CH3:23])[CH3:22])[CH:8]=2)[CH:4]=[N:3]1.Br[CH2:26][CH2:27][CH2:28][CH2:29][CH2:30][CH3:31].C([O-])([O-])=O.[K+].[K+]. (2) Given the product [Cl:43][C:42]([Cl:45])([Cl:44])[C:41]([O:40][C:38]([N:28]1[C@H:7]2[C:6]([C:4]([O:3][CH2:1][CH3:2])=[O:5])=[C:13]([C:14]3[CH:15]=[CH:16][C:17]([O:20][Si:21]([C:24]([CH3:25])([CH3:26])[CH3:27])([CH3:22])[CH3:23])=[CH:18][CH:19]=3)[CH2:12][C@@H:11]1[CH2:10][N:9]([C:30]([O:32][C:33]([CH3:34])([CH3:36])[CH3:35])=[O:31])[CH2:8]2)=[O:39])([CH3:47])[CH3:46], predict the reactants needed to synthesize it. The reactants are: [CH2:1]([O:3][C:4]([CH:6]1[C:13]([C:14]2[CH:19]=[CH:18][C:17]([O:20][Si:21]([C:24]([CH3:27])([CH3:26])[CH3:25])([CH3:23])[CH3:22])=[CH:16][CH:15]=2)=[CH:12][C@H:11]2[N:28](C)[C@@H:7]1[CH2:8][N:9]([C:30]([O:32][C:33]([CH3:36])([CH3:35])[CH3:34])=[O:31])[CH2:10]2)=[O:5])[CH3:2].Cl[C:38]([O:40][C:41]([CH3:47])([CH3:46])[C:42]([Cl:45])([Cl:44])[Cl:43])=[O:39]. (3) Given the product [CH3:4][O:5][C:6]([C:8]1[CH:9]=[C:10]([C:16]2[CH:21]=[CH:20][CH:19]=[C:18]([Cl:22])[CH:17]=2)[C:11]2[N:15]=[C:2]([NH2:1])[O:14][C:12]=2[CH:13]=1)=[O:7], predict the reactants needed to synthesize it. The reactants are: [N:1]#[C:2]Br.[CH3:4][O:5][C:6]([C:8]1[CH:9]=[C:10]([C:16]2[CH:21]=[CH:20][CH:19]=[C:18]([Cl:22])[CH:17]=2)[C:11]([NH2:15])=[C:12]([OH:14])[CH:13]=1)=[O:7].